This data is from Forward reaction prediction with 1.9M reactions from USPTO patents (1976-2016). The task is: Predict the product of the given reaction. (1) The product is: [O:12]=[C:13]1[C:17]([C:24]2[CH:25]=[CH:26][CH:27]=[CH:28][CH:29]=2)([C:18]2[CH:23]=[CH:22][CH:21]=[CH:20][CH:19]=2)[CH2:16][CH2:15][N:14]1[CH2:30][C:31]([NH:11][CH:1]1[C:10]2[C:5](=[CH:6][CH:7]=[CH:8][CH:9]=2)[CH2:4][CH2:3][CH2:2]1)=[O:32]. Given the reactants [CH:1]1([NH2:11])[C:10]2[C:5](=[CH:6][CH:7]=[CH:8][CH:9]=2)[CH2:4][CH2:3][CH2:2]1.[O:12]=[C:13]1[C:17]([C:24]2[CH:29]=[CH:28][CH:27]=[CH:26][CH:25]=2)([C:18]2[CH:23]=[CH:22][CH:21]=[CH:20][CH:19]=2)[CH2:16][CH2:15][N:14]1[CH2:30][C:31](O)=[O:32].Cl.C(N=C=NCCCN(C)C)C, predict the reaction product. (2) Given the reactants [OH:1][CH2:2][CH2:3][CH2:4][CH2:5][OH:6].[H-].[Na+].F[C:10]1[CH:19]=[C:18]2[C:13]([C:14](=[O:20])[NH:15][CH:16]=[N:17]2)=[CH:12][CH:11]=1.Cl, predict the reaction product. The product is: [OH:1][CH2:2][CH2:3][CH2:4][CH2:5][O:6][C:10]1[CH:19]=[C:18]2[C:13]([C:14](=[O:20])[NH:15][CH:16]=[N:17]2)=[CH:12][CH:11]=1. (3) Given the reactants F[C:2](F)(F)[C:3]([OH:5])=O.[CH2:8]1[CH:12]2CC(=O)C[CH:11]2[CH2:10][NH:9]1.[C:17](=[O:20])([O-])[O-].[K+].[K+].Cl[CH2:24][C:25](OC)=O.C(#[N:31])C, predict the reaction product. The product is: [CH3:12][CH:8]1[CH:25]2[CH2:24][C:3](=[O:5])[CH2:2][CH:11]2[CH2:10][N:9]1[C:17]([NH2:31])=[O:20]. (4) Given the reactants [CH3:1][O:2][C:3]1[CH:8]=[C:7]([O:9][CH3:10])[CH:6]=[CH:5][C:4]=1[C:11](=[O:23])[CH2:12][C:13]1[CH:22]=[CH:21][C:16]([C:17]([O:19][CH3:20])=[O:18])=[CH:15][CH:14]=1.IC.[C:26](OC(C)(C)C)(C)(C)C.[K], predict the reaction product. The product is: [OH:2][C:3]1[CH:8]=[C:7]([OH:9])[CH:6]=[CH:5][C:4]=1[C:11](=[O:23])[CH:12]([C:13]1[CH:22]=[CH:21][C:16]([C:17]([OH:19])=[O:18])=[CH:15][CH:14]=1)[CH3:26].[CH3:1][O:2][C:3]1[CH:8]=[C:7]([O:9][CH3:10])[CH:6]=[CH:5][C:4]=1[C:11](=[O:23])[CH:12]([C:13]1[CH:14]=[CH:15][C:16]([C:17]([O:19][CH3:20])=[O:18])=[CH:21][CH:22]=1)[CH3:26]. (5) Given the reactants [NH:1]1[C:9]2[C:4](=[CH:5][CH:6]=[CH:7][CH:8]=2)[CH2:3][C:2]1=[O:10].[CH2:11]([S:13](Cl)(=[O:15])=[O:14])[CH3:12].[Cl-].[Cl-].[Cl-].[Al+3].Cl, predict the reaction product. The product is: [CH2:11]([S:13]([C:6]1[CH:5]=[C:4]2[C:9](=[CH:8][CH:7]=1)[NH:1][C:2](=[O:10])[CH2:3]2)(=[O:15])=[O:14])[CH3:12]. (6) The product is: [Cl:1][C:2]1[CH:7]=[CH:6][C:5]([N:8]2[CH:12]=[CH:11][C:10]([C@H:13]([NH:14][S@@:15]([C:17]([CH3:20])([CH3:19])[CH3:18])=[O:16])[CH3:21])=[N:9]2)=[CH:4][CH:3]=1. Given the reactants [Cl:1][C:2]1[CH:7]=[CH:6][C:5]([N:8]2[CH:12]=[CH:11][C:10](/[CH:13]=[N:14]/[S@@:15]([C:17]([CH3:20])([CH3:19])[CH3:18])=[O:16])=[N:9]2)=[CH:4][CH:3]=1.[CH3:21][Mg]Br, predict the reaction product. (7) Given the reactants [CH2:1]([O:3][C:4](=[O:17])[C:5]1[CH:10]=[C:9]([S:11][CH2:12][C:13](=O)[CH3:14])[CH:8]=[C:7]([F:16])[CH:6]=1)[CH3:2].Cl.[Cl:19][C:20]1[C:21]([F:28])=[C:22]([NH:26]N)[CH:23]=[CH:24][CH:25]=1, predict the reaction product. The product is: [CH2:1]([O:3][C:4](=[O:17])[C:5]1[CH:6]=[C:7]([F:16])[CH:8]=[C:9]([S:11][C:12]2[C:23]3[C:22](=[C:21]([F:28])[C:20]([Cl:19])=[CH:25][CH:24]=3)[NH:26][C:13]=2[CH3:14])[CH:10]=1)[CH3:2].